Dataset: Reaction yield outcomes from USPTO patents with 853,638 reactions. Task: Predict the reaction yield, written as a fraction of the theoretical maximum amount of product (1.0 means a 100% yield; for example, 0.34 means a 34% yield). The reactants are [Br:1][C:2]1[CH:7]=[CH:6][C:5]([C@@H:8]([NH2:11])[CH2:9]C)=[CH:4][CH:3]=1.[C:12]([O-])(O)=[O:13].[Na+].ClC(Cl)(OC(=O)OC(Cl)(Cl)Cl)Cl. The catalyst is C(Cl)Cl. The product is [Br:1][C:2]1[CH:7]=[CH:6][C:5]([C@H:8]([N:11]=[C:12]=[O:13])[CH3:9])=[CH:4][CH:3]=1. The yield is 0.440.